From a dataset of Full USPTO retrosynthesis dataset with 1.9M reactions from patents (1976-2016). Predict the reactants needed to synthesize the given product. The reactants are: [CH3:1][C:2]1[CH:7]=[C:6]([CH3:8])[N:5]=[C:4]([N:9]2[CH2:13][CH:12]3[CH2:14][N:15]([C:17]([C:19]4[C:20]([C:25]5[N:29](C6CCCCO6)[N:28]=[CH:27][CH:26]=5)=[N:21][CH:22]=[CH:23][CH:24]=4)=[O:18])[CH2:16][CH:11]3[CH2:10]2)[N:3]=1.Cl.[OH-].[Na+]. Given the product [NH:29]1[C:25]([C:20]2[C:19]([C:17]([N:15]3[CH2:16][CH:11]4[CH:12]([CH2:13][N:9]([C:4]5[N:3]=[C:2]([CH3:1])[CH:7]=[C:6]([CH3:8])[N:5]=5)[CH2:10]4)[CH2:14]3)=[O:18])=[CH:24][CH:23]=[CH:22][N:21]=2)=[CH:26][CH:27]=[N:28]1, predict the reactants needed to synthesize it.